From a dataset of Retrosynthesis with 50K atom-mapped reactions and 10 reaction types from USPTO. Predict the reactants needed to synthesize the given product. (1) Given the product Cn1cc(Cl)c2c1C(=O)Nc1ccccc1N2, predict the reactants needed to synthesize it. The reactants are: CCOC(=O)c1c(Nc2ccccc2N)c(Cl)cn1C. (2) Given the product Nc1ncc(C(=O)N[C@H]2C[C@H](O)C2)c2ccc(-c3cccc(F)c3)nc12, predict the reactants needed to synthesize it. The reactants are: NC1CC(O)C1.Nc1ncc(C(=O)O)c2ccc(-c3cccc(F)c3)nc12. (3) The reactants are: COc1cc2c(cc1OC)S(=O)(=O)NC(=O)N2.COc1ccccc1N1CCN(CCCl)CC1. Given the product COc1cc2c(cc1OC)S(=O)(=O)N(CCN1CCN(c3ccccc3OC)CC1)C(=O)N2, predict the reactants needed to synthesize it.